This data is from NCI-60 drug combinations with 297,098 pairs across 59 cell lines. The task is: Regression. Given two drug SMILES strings and cell line genomic features, predict the synergy score measuring deviation from expected non-interaction effect. (1) Drug 1: CS(=O)(=O)CCNCC1=CC=C(O1)C2=CC3=C(C=C2)N=CN=C3NC4=CC(=C(C=C4)OCC5=CC(=CC=C5)F)Cl. Drug 2: CN(C(=O)NC(C=O)C(C(C(CO)O)O)O)N=O. Cell line: DU-145. Synergy scores: CSS=0.246, Synergy_ZIP=2.62, Synergy_Bliss=4.44, Synergy_Loewe=-1.46, Synergy_HSA=-0.604. (2) Drug 1: CCCS(=O)(=O)NC1=C(C(=C(C=C1)F)C(=O)C2=CNC3=C2C=C(C=N3)C4=CC=C(C=C4)Cl)F. Drug 2: CC1CCC2CC(C(=CC=CC=CC(CC(C(=O)C(C(C(=CC(C(=O)CC(OC(=O)C3CCCCN3C(=O)C(=O)C1(O2)O)C(C)CC4CCC(C(C4)OC)OCCO)C)C)O)OC)C)C)C)OC. Cell line: NCIH23. Synergy scores: CSS=12.9, Synergy_ZIP=-4.47, Synergy_Bliss=2.09, Synergy_Loewe=-15.7, Synergy_HSA=-1.17.